This data is from Forward reaction prediction with 1.9M reactions from USPTO patents (1976-2016). The task is: Predict the product of the given reaction. (1) Given the reactants [C:1]([O:5][C:6]([N:8]1[CH2:13][CH:12]2[CH:10]([O:11]2)[CH2:9]1)=[O:7])([CH3:4])([CH3:3])[CH3:2].[Cl-].[NH4+].[N-:16]=[N+]=[N-].[Na+], predict the reaction product. The product is: [C:1]([O:5][C:6]([N:8]1[CH2:13][CH:12]([OH:11])[CH:10]([NH2:16])[CH2:9]1)=[O:7])([CH3:4])([CH3:3])[CH3:2]. (2) Given the reactants [CH2:1]1[C:9]2[C:4](=[CH:5][CH:6]=[CH:7][CH:8]=2)[CH2:3][C:2]1(C(O)=O)[C:10]([OH:12])=[O:11].Cl.CCOCC, predict the reaction product. The product is: [CH2:3]1[C:4]2[C:9](=[CH:8][CH:7]=[CH:6][CH:5]=2)[CH2:1][CH:2]1[C:10]([OH:12])=[O:11]. (3) Given the reactants [F:1][C:2]1[CH:23]=[C:22]([N+:24]([O-:26])=[O:25])[CH:21]=[CH:20][C:3]=1[O:4][C:5]1[CH:10]=[CH:9][N:8]=[C:7]2[CH:11]=[C:12]([C:14]([NH:16][N:17]([CH3:19])[CH3:18])=[O:15])[S:13][C:6]=12.Cl[C:28]1C=CN=C2C=C(C(N(C)N(C)C)=O)SC=12, predict the reaction product. The product is: [F:1][C:2]1[CH:23]=[C:22]([N+:24]([O-:26])=[O:25])[CH:21]=[CH:20][C:3]=1[O:4][C:5]1[CH:10]=[CH:9][N:8]=[C:7]2[CH:11]=[C:12]([C:14]([N:16]([CH3:28])[N:17]([CH3:19])[CH3:18])=[O:15])[S:13][C:6]=12. (4) Given the reactants [O:1]1[C:5]2[CH:6]=[CH:7][CH:8]=[CH:9][C:4]=2[N:3]=[C:2]1[NH:10][CH2:11][CH2:12][O:13][C:14]1[CH:21]=[CH:20][C:17]([CH:18]=O)=[CH:16][CH:15]=1.[S:22]1[CH2:26][C:25](=[O:27])[NH:24][C:23]1=[O:28], predict the reaction product. The product is: [O:1]1[C:5]2[CH:6]=[CH:7][CH:8]=[CH:9][C:4]=2[N:3]=[C:2]1[NH:10][CH2:11][CH2:12][O:13][C:14]1[CH:21]=[CH:20][C:17]([CH:18]=[C:26]2[S:22][C:23](=[O:28])[NH:24][C:25]2=[O:27])=[CH:16][CH:15]=1. (5) Given the reactants Br[C:2]1[S:3][C:4]2[C:10](C3C=CC(Cl)=CC=3)=[C:9]([O:18][CH3:19])[C:8]([CH3:20])=[CH:7][C:5]=2[N:6]=1.[C:21]([CH:23]1[CH2:25][CH2:24]1)#[CH:22].CCN(CC)CC, predict the reaction product. The product is: [CH:23]1([C:21]#[C:22][C:2]2[S:3][C:4]3[CH:10]=[C:9]([O:18][CH3:19])[C:8]([CH3:20])=[CH:7][C:5]=3[N:6]=2)[CH2:25][CH2:24]1.